The task is: Predict the reactants needed to synthesize the given product.. This data is from Full USPTO retrosynthesis dataset with 1.9M reactions from patents (1976-2016). Given the product [O:1]([CH2:8][CH2:9][OH:10])[C:2]1[CH:7]=[CH:6][CH:5]=[CH:4][CH:3]=1.[CH3:3][CH2:2][O:1][CH2:8][CH3:9], predict the reactants needed to synthesize it. The reactants are: [O:1]([CH2:8][CH2:9][OH:10])[C:2]1[CH:7]=[CH:6][CH:5]=[CH:4][CH:3]=1.[OH-].[K+].S(=O)(=O)(O)O.